Predict which catalyst facilitates the given reaction. From a dataset of Catalyst prediction with 721,799 reactions and 888 catalyst types from USPTO. (1) Reactant: [Li]CCCC.C(NC(C)C)(C)C.CN1C(=O)N(C)CCC1.[C:22]1([C:28](=[N:35][CH2:36][C:37]([O:39][C:40]([CH3:43])([CH3:42])[CH3:41])=[O:38])[C:29]2[CH:34]=[CH:33][CH:32]=[CH:31][CH:30]=2)[CH:27]=[CH:26][CH:25]=[CH:24][CH:23]=1.Br[CH2:45][C:46]1[S:47][CH:48]=[CH:49][C:50]=1[F:51]. Product: [C:22]1([C:28](=[N:35][CH:36]([CH2:45][C:46]2[S:47][CH:48]=[CH:49][C:50]=2[F:51])[C:37]([O:39][C:40]([CH3:43])([CH3:42])[CH3:41])=[O:38])[C:29]2[CH:30]=[CH:31][CH:32]=[CH:33][CH:34]=2)[CH:23]=[CH:24][CH:25]=[CH:26][CH:27]=1. The catalyst class is: 20. (2) Reactant: [CH2:1]([N:7]1[CH2:12][CH:11]2[CH:9]([C:10]2([C:16]2[CH:21]=[CH:20][CH:19]=[C:18]([N+:22]([O-])=O)[CH:17]=2)[CH2:13][CH2:14][CH3:15])[CH2:8]1)[CH2:2][CH2:3][CH2:4][CH2:5][CH3:6].C(O)C.[Cl-].[Ca+2].[Cl-]. Product: [CH2:1]([N:7]1[CH2:12][CH:11]2[CH:9]([C:10]2([C:16]2[CH:17]=[C:18]([CH:19]=[CH:20][CH:21]=2)[NH2:22])[CH2:13][CH2:14][CH3:15])[CH2:8]1)[CH2:2][CH2:3][CH2:4][CH2:5][CH3:6]. The catalyst class is: 693. (3) Reactant: [NH2:1][C:2](=[O:20])[CH2:3][N:4]([C:9]1[CH:10]=[C:11]([CH:15]=[CH:16][C:17]=1[O:18][CH3:19])[C:12]([OH:14])=[O:13])[S:5]([CH3:8])(=[O:7])=[O:6].O[CH2:22][C:23]([O:25][CH2:26][C:27]1[CH:32]=[CH:31][CH:30]=[CH:29][CH:28]=1)=[O:24].C(Cl)CCl. Product: [NH2:1][C:2](=[O:20])[CH2:3][N:4]([C:9]1[CH:10]=[C:11]([CH:15]=[CH:16][C:17]=1[O:18][CH3:19])[C:12]([O:14][CH2:22][C:23]([O:25][CH2:26][C:27]1[CH:32]=[CH:31][CH:30]=[CH:29][CH:28]=1)=[O:24])=[O:13])[S:5]([CH3:8])(=[O:7])=[O:6]. The catalyst class is: 792. (4) Reactant: [S-:1][C:2]#[N:3].[K+].[F:5][C:6]1[CH:7]=[C:8]([CH:12]=[CH:13][CH:14]=1)[C:9](Cl)=[O:10]. Product: [F:5][C:6]1[CH:7]=[C:8]([CH:12]=[CH:13][CH:14]=1)[C:9]([N:3]=[C:2]=[S:1])=[O:10]. The catalyst class is: 21. (5) Reactant: [Br-].[C:2]1([C:8]2([C:18]3[CH:23]=[CH:22][CH:21]=[CH:20][CH:19]=3)[CH2:12][CH2:11][O:10][C:9]2=[N+:13]2[CH2:17][CH2:16][CH2:15][CH2:14]2)[CH:7]=[CH:6][CH:5]=[CH:4][CH:3]=1.[OH:24][C:25]1[CH:30]=[CH:29][CH:28]=[CH:27][C:26]=1[C:31]1([OH:37])[CH2:36][CH2:35][NH:34][CH2:33][CH2:32]1.C(=O)([O-])[O-].[Na+].[Na+].O. Product: [OH:24][C:25]1[CH:30]=[CH:29][CH:28]=[CH:27][C:26]=1[C:31]1([OH:37])[CH2:32][CH2:33][N:34]([CH2:11][CH2:12][C:8]([C:2]2[CH:7]=[CH:6][CH:5]=[CH:4][CH:3]=2)([C:18]2[CH:19]=[CH:20][CH:21]=[CH:22][CH:23]=2)[C:9]([N:13]2[CH2:14][CH2:15][CH2:16][CH2:17]2)=[O:10])[CH2:35][CH2:36]1. The catalyst class is: 9. (6) The catalyst class is: 1. Product: [OH:15][CH2:14][CH:10]1[S:11][CH2:12][CH2:13][N:8]([C:6]([O:5][C:1]([CH3:4])([CH3:3])[CH3:2])=[O:7])[CH2:9]1. Reactant: [C:1]([O:5][C:6]([N:8]1[CH2:13][CH2:12][S:11][CH:10]([C:14](O)=[O:15])[CH2:9]1)=[O:7])([CH3:4])([CH3:3])[CH3:2].[H-].[Al+3].[Li+].[H-].[H-].[H-]. (7) Reactant: [C:1]([C:3]1[CH:4]=[C:5]([OH:11])[CH:6]=[C:7]([C:9]#[N:10])[CH:8]=1)#[N:2].C(=O)([O-])[O-].[Na+].[Na+].[CH3:18][N:19]([CH3:23])[C:20](Cl)=[S:21].O. Product: [CH3:18][N:19]([CH3:23])[C:20](=[S:21])[O:11][C:5]1[CH:4]=[C:3]([C:1]#[N:2])[CH:8]=[C:7]([C:9]#[N:10])[CH:6]=1. The catalyst class is: 60.